This data is from Reaction yield outcomes from USPTO patents with 853,638 reactions. The task is: Predict the reaction yield, written as a fraction of the theoretical maximum amount of product (1.0 means a 100% yield; for example, 0.34 means a 34% yield). (1) The reactants are C[O:2][C:3](=[O:13])[C:4]1[CH:9]=[C:8]([I:10])[CH:7]=[C:6]([C:11]#[N:12])[CH:5]=1.[Li+].[OH-].CO. The catalyst is O1CCCC1. The product is [C:11]([C:6]1[CH:5]=[C:4]([CH:9]=[C:8]([I:10])[CH:7]=1)[C:3]([OH:13])=[O:2])#[N:12]. The yield is 0.940. (2) The reactants are [NH2:1][C:2]1[C:7]2=[C:8](Br)[CH:9]=[C:10]([CH:11]3[CH2:16][CH2:15][N:14]([C:17]([O:19][C:20]([CH3:23])([CH3:22])[CH3:21])=[O:18])[CH2:13][CH2:12]3)[N:6]2[N:5]=[CH:4][N:3]=1.[CH2:25]([O:32][C:33]1[CH:34]=[C:35](B(O)O)[CH:36]=[CH:37][CH:38]=1)[C:26]1[CH:31]=[CH:30][CH:29]=[CH:28][CH:27]=1. No catalyst specified. The product is [NH2:1][C:2]1[C:7]2=[C:8]([C:35]3[CH:36]=[CH:37][CH:38]=[C:33]([O:32][CH2:25][C:26]4[CH:31]=[CH:30][CH:29]=[CH:28][CH:27]=4)[CH:34]=3)[CH:9]=[C:10]([CH:11]3[CH2:16][CH2:15][N:14]([C:17]([O:19][C:20]([CH3:23])([CH3:22])[CH3:21])=[O:18])[CH2:13][CH2:12]3)[N:6]2[N:5]=[CH:4][N:3]=1. The yield is 0.880.